The task is: Predict the reaction yield, written as a fraction of the theoretical maximum amount of product (1.0 means a 100% yield; for example, 0.34 means a 34% yield).. This data is from Reaction yield outcomes from USPTO patents with 853,638 reactions. (1) The reactants are [NH2:1][C:2]1[CH:7]=[CH:6][C:5]([N+:8]([O-:10])=[O:9])=[CH:4][C:3]=1[C:11]#[C:12][C:13]([CH3:19])([CH3:18])[C:14]([O:16][CH3:17])=[O:15].N1C=CC=CC=1.[C:26](Cl)(=[O:30])[CH2:27][CH2:28][CH3:29]. The catalyst is C(Cl)Cl. The product is [C:26]([NH:1][C:2]1[CH:7]=[CH:6][C:5]([N+:8]([O-:10])=[O:9])=[CH:4][C:3]=1[C:11]#[C:12][C:13]([CH3:19])([CH3:18])[C:14]([O:16][CH3:17])=[O:15])(=[O:30])[CH2:27][CH2:28][CH3:29]. The yield is 0.450. (2) The reactants are [CH3:1][O:2][C:3](=[O:41])[CH:4]([C:26]1[CH:31]=[CH:30][CH:29]=[C:28]([CH2:32][NH:33][C:34]([O:36][C:37]([CH3:40])([CH3:39])[CH3:38])=[O:35])[CH:27]=1)[CH2:5][P:6]([CH:11]([NH:15]C(OCC1C=CC=CC=1)=O)[CH:12]([CH3:14])[CH3:13])([O:8][CH2:9][CH3:10])=[O:7]. The catalyst is CO.[Pd]. The product is [CH3:1][O:2][C:3](=[O:41])[CH:4]([C:26]1[CH:31]=[CH:30][CH:29]=[C:28]([CH2:32][NH:33][C:34]([O:36][C:37]([CH3:39])([CH3:38])[CH3:40])=[O:35])[CH:27]=1)[CH2:5][P:6]([CH:11]([NH2:15])[CH:12]([CH3:13])[CH3:14])([O:8][CH2:9][CH3:10])=[O:7]. The yield is 0.870. (3) The reactants are C([CH:3]([C:13]1[C:18]([N:19]([CH3:21])[CH3:20])=[C:17]([O:22][CH3:23])[N:16]=[C:15]([O:24][CH3:25])[N:14]=1)[C:4]1[CH:5]=[C:6]([CH:9]=[C:10]([CH3:12])[CH:11]=1)[C:7]#[N:8])#N.[H-].[Na+].CN(C=[O:32])C. No catalyst specified. The product is [CH3:20][N:19]([CH3:21])[C:18]1[C:13]([C:3]([C:4]2[CH:5]=[C:6]([CH:9]=[C:10]([CH3:12])[CH:11]=2)[C:7]#[N:8])=[O:32])=[N:14][C:15]([O:24][CH3:25])=[N:16][C:17]=1[O:22][CH3:23]. The yield is 0.990. (4) The reactants are CS(O)(=O)=O.[CH2:6]([C:8]1([CH2:20][C:21]([OH:23])=[O:22])[CH2:17][CH2:16][C:15]2[C:10](=[CH:11][CH:12]=[C:13]([OH:18])[CH:14]=2)[C:9]1=[O:19])[CH3:7].[CH2:24](O)[CH3:25]. No catalyst specified. The product is [CH2:6]([C:8]1([CH2:20][C:21]([O:23][CH2:24][CH3:25])=[O:22])[CH2:17][CH2:16][C:15]2[C:10](=[CH:11][CH:12]=[C:13]([OH:18])[CH:14]=2)[C:9]1=[O:19])[CH3:7]. The yield is 0.720. (5) The reactants are [H-].[Al+3].[Li+].[H-].[H-].[H-].C[O:8][C:9]([C:11]1[CH2:20][CH2:19][C:18]2[C:13](=[CH:14][C:15](CC(C)(C)C)=[CH:16][CH:17]=2)[C:12]=1[OH:26])=O. The catalyst is O1CCCC1. The product is [OH:8][CH2:9][CH:11]1[CH2:20][CH2:19][C:18]2[C:13](=[CH:14][CH:15]=[CH:16][CH:17]=2)[C:12]1=[O:26]. The yield is 0.700. (6) The reactants are [CH3:1][C:2]1[C:7]([CH3:8])=[CH:6][CH:5]=[CH:4][C:3]=1[N:9]1[CH2:14][CH2:13][NH:12][CH2:11][CH2:10]1.BrC1C=CC(S(O[CH2:26][C@@H:27]2[O:41][C:31]3=[C:32]4[C:37](=[CH:38][CH:39]=[C:30]3[O:29][CH2:28]2)[N:36]=[C:35]([CH3:40])[CH:34]=[CH:33]4)(=O)=O)=CC=1. The catalyst is CS(C)=O.C(=O)(O)[O-].[Na+]. The product is [CH3:1][C:2]1[C:7]([CH3:8])=[CH:6][CH:5]=[CH:4][C:3]=1[N:9]1[CH2:10][CH2:11][N:12]([CH2:26][C@@H:27]2[O:41][C:31]3=[C:32]4[C:37](=[CH:38][CH:39]=[C:30]3[O:29][CH2:28]2)[N:36]=[C:35]([CH3:40])[CH:34]=[CH:33]4)[CH2:13][CH2:14]1. The yield is 0.900. (7) The reactants are [F:1][C:2]([F:6])([F:5])[CH2:3][OH:4].[H-].[Na+].[C:9]([C:11]1([NH:14][C:15]([C@@H:17]2[CH2:21][C@@H:20]([S:22]([C:25]3[CH:30]=[CH:29][C:28](F)=[CH:27][C:26]=3[Cl:32])(=[O:24])=[O:23])[CH2:19][C@H:18]2[C:33]([N:35]2[CH2:38][C:37]([F:40])([F:39])[CH2:36]2)=[O:34])=[O:16])[CH2:13][CH2:12]1)#[N:10]. The catalyst is CN(C)C=O. The product is [C:9]([C:11]1([NH:14][C:15]([C@@H:17]2[CH2:21][C@@H:20]([S:22]([C:25]3[CH:30]=[CH:29][C:28]([O:4][CH2:3][C:2]([F:6])([F:5])[F:1])=[CH:27][C:26]=3[Cl:32])(=[O:23])=[O:24])[CH2:19][C@H:18]2[C:33]([N:35]2[CH2:38][C:37]([F:40])([F:39])[CH2:36]2)=[O:34])=[O:16])[CH2:13][CH2:12]1)#[N:10]. The yield is 0.310. (8) The reactants are [NH2:1][C:2]1[N:6](C(OC(C)(C)C)=O)[N:5]=[C:4]([C:14]([CH3:17])([CH3:16])[CH3:15])[CH:3]=1.[Cl:18][C:19]1[CH:20]=[C:21]([N:26]=[C:27]=[O:28])[CH:22]=[CH:23][C:24]=1[Cl:25]. The catalyst is C1(C)C=CC=CC=1. The product is [C:14]([C:4]1[CH:3]=[C:2]([NH:1][C:27]([NH:26][C:21]2[CH:22]=[CH:23][C:24]([Cl:25])=[C:19]([Cl:18])[CH:20]=2)=[O:28])[NH:6][N:5]=1)([CH3:15])([CH3:16])[CH3:17]. The yield is 0.480. (9) The reactants are [F:1][C:2]1[CH:3]=[C:4]([OH:11])[CH:5]=[CH:6][C:7]=1[N+:8]([O-:10])=[O:9].[H-].[Na+].[CH3:14][Si:15]([CH3:22])([CH3:21])[CH2:16][CH2:17][O:18][CH2:19]Cl.O. The catalyst is CN(C)C=O. The product is [F:1][C:2]1[CH:3]=[C:4]([CH:5]=[CH:6][C:7]=1[N+:8]([O-:10])=[O:9])[O:11][CH2:19][O:18][CH2:17][CH2:16][Si:15]([CH3:22])([CH3:21])[CH3:14]. The yield is 0.950. (10) The reactants are [N+:1]([C:4]1[CH:9]=[CH:8][CH:7]=[C:6]([O:10][CH3:11])[C:5]=1[OH:12])([O-])=O.[CH2:13](OC(OCC)OCC)C. The catalyst is [Pd].C(O)C.C1(C)C=CC(S(O)(=O)=O)=CC=1. The product is [CH3:11][O:10][C:6]1[C:5]2[O:12][CH:13]=[N:1][C:4]=2[CH:9]=[CH:8][CH:7]=1. The yield is 0.850.